From a dataset of Full USPTO retrosynthesis dataset with 1.9M reactions from patents (1976-2016). Predict the reactants needed to synthesize the given product. (1) Given the product [CH2:1]([N:5]1[C:13]2[N:12]=[C:11]([Cl:14])[NH:10][C:9]=2[C:8](=[O:15])[N:7]([CH2:16][CH2:26][C:27]2[CH:32]=[CH:31][CH:30]=[CH:29][CH:28]=2)[C:6]1=[O:23])[CH2:2][CH2:3][CH3:4], predict the reactants needed to synthesize it. The reactants are: [CH2:1]([N:5]1[C:13]2[N:12]=[C:11]([Cl:14])[NH:10][C:9]=2[C:8](=[O:15])[N:7]([CH2:16]C2C=CC=CC=2)[C:6]1=[O:23])[CH2:2][CH2:3][CH3:4].BrC[CH2:26][C:27]1[CH:32]=[CH:31][CH:30]=[CH:29][CH:28]=1. (2) Given the product [I:14][C:10]1[C:5]([NH:6][C:7](=[O:9])[CH3:8])=[CH:4][C:3]2[O:2][CH2:1][O:13][C:12]=2[CH:11]=1, predict the reactants needed to synthesize it. The reactants are: [CH2:1]1[O:13][C:12]2[CH:11]=[CH:10][C:5]([NH:6][C:7](=[O:9])[CH3:8])=[CH:4][C:3]=2[O:2]1.[I:14]Cl.[O-]S([O-])(=S)=O.[Na+].[Na+]. (3) Given the product [CH3:11][O:8][C:1](=[O:9])[C:2]1[CH:7]=[CH:6][CH:5]=[CH:4][CH:3]=1, predict the reactants needed to synthesize it. The reactants are: [C:1]([OH:9])(=[O:8])[C:2]1[CH:7]=[CH:6][CH:5]=[CH:4][CH:3]=1.O.[CH3:11]O.